The task is: Predict which catalyst facilitates the given reaction.. This data is from Catalyst prediction with 721,799 reactions and 888 catalyst types from USPTO. (1) Reactant: [Br:1][C:2]1[CH:7]=[CH:6][CH:5]=[CH:4][C:3]=1[C:8](=O)[CH2:9][C:10]1[CH:11]=[CH:12][C:13](=[O:19])[N:14]([CH:16]([CH3:18])[CH3:17])[N:15]=1.[H-].[Na+].C([O:25][C:26](=O)[CH2:27][CH2:28]Br)C.C([O-])(=O)C.[NH4+:35]. Product: [Br:1][C:2]1[CH:7]=[CH:6][CH:5]=[CH:4][C:3]=1[C:8]1[NH:35][C:26](=[O:25])[CH2:27][CH2:28][C:9]=1[C:10]1[CH:11]=[CH:12][C:13](=[O:19])[N:14]([CH:16]([CH3:18])[CH3:17])[N:15]=1. The catalyst class is: 58. (2) Product: [CH3:1][C@@H:2]1[N:13]([CH3:14])[C:12](=[O:15])[C@H:11]([CH2:16][C:17]([OH:19])=[O:18])[CH2:10][CH:9]=[CH:8][CH2:7][CH2:6][C:5](=[O:24])[O:4][C@@H:3]1[C:25]1[CH:26]=[CH:27][CH:28]=[CH:29][CH:30]=1. The catalyst class is: 2. Reactant: [CH3:1][C@@H:2]1[N:13]([CH3:14])[C:12](=[O:15])[C@H:11]([CH2:16][C:17]([O:19]C(C)(C)C)=[O:18])[CH2:10][CH:9]=[CH:8][CH2:7][CH2:6][C:5](=[O:24])[O:4][C@@H:3]1[C:25]1[CH:30]=[CH:29][CH:28]=[CH:27][CH:26]=1.FC(F)(F)C(O)=O. (3) Reactant: [CH3:1][O:2][C:3](=[O:11])[C:4]1[CH:9]=[CH:8][N:7]=[CH:6][C:5]=1[NH2:10].FC(F)(F)C(O)=O.C(O[BH-](OC(=O)C)OC(=O)C)(=O)C.[Na+].[O:33]1[CH2:38][CH2:37][C:36](=O)[CH2:35][CH2:34]1.[Na]. Product: [CH3:1][O:2][C:3](=[O:11])[C:4]1[CH:9]=[CH:8][N:7]=[CH:6][C:5]=1[NH:10][CH:36]1[CH2:37][CH2:38][O:33][CH2:34][CH2:35]1. The catalyst class is: 9.